Task: Regression. Given two drug SMILES strings and cell line genomic features, predict the synergy score measuring deviation from expected non-interaction effect.. Dataset: NCI-60 drug combinations with 297,098 pairs across 59 cell lines (1) Drug 1: CC1CCC2CC(C(=CC=CC=CC(CC(C(=O)C(C(C(=CC(C(=O)CC(OC(=O)C3CCCCN3C(=O)C(=O)C1(O2)O)C(C)CC4CCC(C(C4)OC)OCCO)C)C)O)OC)C)C)C)OC. Drug 2: C1=CN(C=N1)CC(O)(P(=O)(O)O)P(=O)(O)O. Cell line: UACC-257. Synergy scores: CSS=2.84, Synergy_ZIP=0.514, Synergy_Bliss=1.88, Synergy_Loewe=1.93, Synergy_HSA=1.84. (2) Drug 1: CC12CCC(CC1=CCC3C2CCC4(C3CC=C4C5=CN=CC=C5)C)O. Drug 2: CC(C)(C#N)C1=CC(=CC(=C1)CN2C=NC=N2)C(C)(C)C#N. Cell line: DU-145. Synergy scores: CSS=3.81, Synergy_ZIP=0.437, Synergy_Bliss=1.77, Synergy_Loewe=1.14, Synergy_HSA=0.634. (3) Synergy scores: CSS=37.2, Synergy_ZIP=-4.69, Synergy_Bliss=-5.85, Synergy_Loewe=-13.6, Synergy_HSA=-4.57. Drug 2: CC1=C(C=C(C=C1)C(=O)NC2=CC(=CC(=C2)C(F)(F)F)N3C=C(N=C3)C)NC4=NC=CC(=N4)C5=CN=CC=C5. Drug 1: C1C(C(OC1N2C=NC3=C(N=C(N=C32)Cl)N)CO)O. Cell line: DU-145. (4) Drug 1: CC12CCC(CC1=CCC3C2CCC4(C3CC=C4C5=CN=CC=C5)C)O. Drug 2: C1CCC(C(C1)N)N.C(=O)(C(=O)[O-])[O-].[Pt+4]. Cell line: HT29. Synergy scores: CSS=28.7, Synergy_ZIP=-2.40, Synergy_Bliss=5.00, Synergy_Loewe=-2.32, Synergy_HSA=5.34. (5) Drug 1: C1=CC(=CC=C1C#N)C(C2=CC=C(C=C2)C#N)N3C=NC=N3. Drug 2: C1CN(CCN1C(=O)CCBr)C(=O)CCBr. Cell line: HCT-15. Synergy scores: CSS=6.77, Synergy_ZIP=-2.51, Synergy_Bliss=3.71, Synergy_Loewe=-1.04, Synergy_HSA=0.451.